The task is: Predict the product of the given reaction.. This data is from Forward reaction prediction with 1.9M reactions from USPTO patents (1976-2016). (1) Given the reactants Cl.[CH3:2][N:3]([CH3:20])[C:4]1([C:14]2[CH:15]=[N:16][CH:17]=[CH:18][CH:19]=2)[CH2:13][CH2:12][C:7]2(OCC[O:8]2)[CH2:6][CH2:5]1, predict the reaction product. The product is: [CH3:2][N:3]([CH3:20])[C:4]1([C:14]2[CH:15]=[N:16][CH:17]=[CH:18][CH:19]=2)[CH2:13][CH2:12][C:7](=[O:8])[CH2:6][CH2:5]1. (2) The product is: [Cl:16][C:17]1[CH:18]=[CH:19][C:20]([C:23]2[CH:24]=[CH:25][C:26]([C:29]#[C:30][C:2]3[CH:3]=[CH:4][C:5]([N:8]4[CH2:14][CH2:13][CH2:12][N:11]([CH3:15])[CH2:10][CH2:9]4)=[N:6][CH:7]=3)=[N:27][CH:28]=2)=[CH:21][CH:22]=1. Given the reactants I[C:2]1[CH:3]=[CH:4][C:5]([N:8]2[CH2:14][CH2:13][CH2:12][N:11]([CH3:15])[CH2:10][CH2:9]2)=[N:6][CH:7]=1.[Cl:16][C:17]1[CH:22]=[CH:21][C:20]([C:23]2[CH:24]=[CH:25][C:26]([C:29]#[CH:30])=[N:27][CH:28]=2)=[CH:19][CH:18]=1, predict the reaction product.